This data is from CYP2D6 inhibition data for predicting drug metabolism from PubChem BioAssay. The task is: Regression/Classification. Given a drug SMILES string, predict its absorption, distribution, metabolism, or excretion properties. Task type varies by dataset: regression for continuous measurements (e.g., permeability, clearance, half-life) or binary classification for categorical outcomes (e.g., BBB penetration, CYP inhibition). Dataset: cyp2d6_veith. The compound is Cc1ccc(CS(=O)(=O)CCC(=O)NCc2cccs2)cc1. The result is 1 (inhibitor).